Task: Predict the reactants needed to synthesize the given product.. Dataset: Full USPTO retrosynthesis dataset with 1.9M reactions from patents (1976-2016) (1) Given the product [F:1][C:2]1[CH:3]=[C:4]([CH:5]=[CH:6][C:7]=1[O:8][C:9]1[CH:10]=[CH:11][C:12]([C:15]([F:17])([F:18])[F:16])=[CH:13][CH:14]=1)[CH2:19][O:20][C:22]1[CH:33]=[C:26]2[N:27]([CH3:32])[C@@H:28]([CH3:31])[CH2:29][CH2:30][N:25]2[C:24](=[O:34])[N:23]=1, predict the reactants needed to synthesize it. The reactants are: [F:1][C:2]1[CH:3]=[C:4]([CH2:19][OH:20])[CH:5]=[CH:6][C:7]=1[O:8][C:9]1[CH:14]=[CH:13][C:12]([C:15]([F:18])([F:17])[F:16])=[CH:11][CH:10]=1.Cl[C:22]1[CH:33]=[C:26]2[N:27]([CH3:32])[C@@H:28]([CH3:31])[CH2:29][CH2:30][N:25]2[C:24](=[O:34])[N:23]=1. (2) Given the product [CH:1]1([N:5]2[C:9]3[CH:10]=[CH:11][C:12]([NH2:14])=[CH:13][C:8]=3[N:7]=[CH:6]2)[CH2:4][CH2:3][CH2:2]1, predict the reactants needed to synthesize it. The reactants are: [CH:1]1([N:5]2[C:9]3[CH:10]=[CH:11][C:12]([NH:14]C(=O)C)=[CH:13][C:8]=3[N:7]=[CH:6]2)[CH2:4][CH2:3][CH2:2]1.Cl. (3) Given the product [C:1]([O:5][C:6](=[O:7])[NH:8][C:9]([CH3:29])([CH3:28])[CH2:10][C:11]1[C:19]2[C:14](=[C:15]([C:41]3[CH:42]=[CH:43][C:38]([C:37]([F:48])([F:47])[F:36])=[CH:39][CH:40]=3)[CH:16]=[CH:17][CH:18]=2)[NH:13][CH:12]=1)([CH3:2])([CH3:3])[CH3:4], predict the reactants needed to synthesize it. The reactants are: [C:1]([O:5][C:6]([NH:8][C:9]([CH3:29])([CH3:28])[CH2:10][C:11]1[C:19]2[C:14](=[C:15](OS(C(F)(F)F)(=O)=O)[CH:16]=[CH:17][CH:18]=2)[NH:13][CH:12]=1)=[O:7])([CH3:4])([CH3:3])[CH3:2].C(=O)([O-])[O-].[Na+].[Na+].[F:36][C:37]([F:48])([F:47])[C:38]1[CH:43]=[CH:42][C:41](B(O)O)=[CH:40][CH:39]=1. (4) Given the product [NH2:3][CH2:12][C@H:13]([NH:27][C:28]([C@H:30]1[CH2:32][C@@H:31]1[C:33]1[S:34][CH:35]=[CH:36][CH:37]=1)=[O:29])[C:14]1[CH:19]=[CH:18][C:17]([O:20][CH2:21][C@@H:22]([CH3:25])[CH2:23][CH3:24])=[CH:16][C:15]=1[CH3:26], predict the reactants needed to synthesize it. The reactants are: O=C1C2C(=CC=CC=2)C(=O)[N:3]1[CH2:12][C@H:13]([NH:27][C:28]([C@H:30]1[CH2:32][C@@H:31]1[C:33]1[S:34][CH:35]=[CH:36][CH:37]=1)=[O:29])[C:14]1[CH:19]=[CH:18][C:17]([O:20][CH2:21][C@@H:22]([CH3:25])[CH2:23][CH3:24])=[CH:16][C:15]=1[CH3:26].NN. (5) Given the product [NH2:7][C@H:8]1[CH2:13][C@@H:12]([C:14]2[CH:19]=[CH:18][CH:17]=[CH:16][C:15]=2[F:20])[CH2:11][N:10]([CH2:21][CH:22]([CH3:23])[CH3:24])[C:9]1=[O:25], predict the reactants needed to synthesize it. The reactants are: C(OC(=O)[NH:7][C@H:8]1[CH2:13][C@@H:12]([C:14]2[CH:19]=[CH:18][CH:17]=[CH:16][C:15]=2[F:20])[CH2:11][N:10]([CH2:21][CH:22]([CH3:24])[CH3:23])[C:9]1=[O:25])(C)(C)C. (6) Given the product [O:21]([C:16]1[CH:17]=[CH:18][CH:19]=[CH:20][C:15]=1[C:12]1[CH:13]=[C:14]2[C:6]([C:5]#[C:4][C:3]([OH:37])=[O:2])=[CH:7][NH:8][C:9]2=[N:10][CH:11]=1)[C:22]1[CH:27]=[CH:26][CH:25]=[CH:24][CH:23]=1, predict the reactants needed to synthesize it. The reactants are: C[O:2][C:3](=[O:37])[C:4]#[C:5][C:6]1[C:14]2[C:9](=[N:10][CH:11]=[C:12]([C:15]3[CH:20]=[CH:19][CH:18]=[CH:17][C:16]=3[O:21][C:22]3[CH:27]=[CH:26][CH:25]=[CH:24][CH:23]=3)[CH:13]=2)[N:8](S(C2C=CC=CC=2)(=O)=O)[CH:7]=1.[OH-].[Na+]. (7) Given the product [F:10][C:3]1[CH:4]=[CH:5][CH:6]=[C:7]([O:8][CH3:9])[C:2]=1[N:12]1[CH2:13][CH2:14][CH2:15][CH2:16][S:11]1(=[O:18])=[O:17], predict the reactants needed to synthesize it. The reactants are: Br[C:2]1[C:7]([O:8][CH3:9])=[CH:6][CH:5]=[CH:4][C:3]=1[F:10].[S:11]1(=[O:18])(=[O:17])[CH2:16][CH2:15][CH2:14][CH2:13][NH:12]1.C(=O)([O-])[O-].[K+].[K+]. (8) Given the product [CH3:12][O:11][C:4]1[CH:5]=[CH:6][C:7]([N+:8]([O-:10])=[O:9])=[C:2]([F:1])[CH:3]=1, predict the reactants needed to synthesize it. The reactants are: [F:1][C:2]1[CH:3]=[C:4]([OH:11])[CH:5]=[CH:6][C:7]=1[N+:8]([O-:10])=[O:9].[CH:12](N(C(C)C)CC)(C)C.C[Si](C=[N+]=[N-])(C)C.